This data is from Forward reaction prediction with 1.9M reactions from USPTO patents (1976-2016). The task is: Predict the product of the given reaction. (1) Given the reactants [CH3:1][C:2]1[NH:7][C:6](=[O:8])[C:5]([C:9]#[N:10])=[C:4]([CH2:11][CH2:12][CH3:13])[CH:3]=1.[BH4-].[Na+].II.Cl.[CH2:19]1[CH2:23]OC[CH2:20]1, predict the reaction product. The product is: [NH2:10][CH2:9][C:5]1[C:6](=[O:8])[NH:7][C:2]([CH3:1])=[CH:3][C:4]=1[CH:11]1[CH2:23][CH2:19][CH2:20][CH2:13][CH2:12]1. (2) Given the reactants [Cl:1][C:2]1[CH:11]=[C:10]2[C:5]([C:6]([OH:18])=[C:7](C(OCC)=O)[C:8](=[O:12])[NH:9]2)=[CH:4][C:3]=1[I:19].Cl, predict the reaction product. The product is: [Cl:1][C:2]1[CH:11]=[C:10]2[C:5]([C:6]([OH:18])=[CH:7][C:8](=[O:12])[NH:9]2)=[CH:4][C:3]=1[I:19].